This data is from Full USPTO retrosynthesis dataset with 1.9M reactions from patents (1976-2016). The task is: Predict the reactants needed to synthesize the given product. (1) Given the product [Cl:10][C:11]1[N:20]=[C:19]([NH:7][C:5]2[N:4]=[CH:3][N:2]([CH3:1])[CH:6]=2)[C:18]2[C:13](=[CH:14][CH:15]=[C:16]([O:22][CH3:23])[CH:17]=2)[N:12]=1, predict the reactants needed to synthesize it. The reactants are: [CH3:1][N:2]1[CH:6]=[C:5]([N+:7]([O-])=O)[N:4]=[CH:3]1.[Cl:10][C:11]1[N:20]=[C:19](Cl)[C:18]2[C:13](=[CH:14][CH:15]=[C:16]([O:22][CH3:23])[CH:17]=2)[N:12]=1.CCN(C(C)C)C(C)C. (2) Given the product [CH2:1]([N:3]([CH2:20][C:21]1[N:22]=[C:23]([C:27]2[CH:28]=[C:29]([CH:33]=[CH:34][CH:35]=2)[C:30]([NH:40][CH3:39])=[O:32])[O:24][C:25]=1[CH3:26])[C:4]1[CH:5]=[CH:6][C:7]([C:10]([OH:19])([C:11]([F:14])([F:12])[F:13])[C:15]([F:18])([F:16])[F:17])=[CH:8][CH:9]=1)[CH3:2], predict the reactants needed to synthesize it. The reactants are: [CH2:1]([N:3]([CH2:20][C:21]1[N:22]=[C:23]([C:27]2[CH:28]=[C:29]([CH:33]=[CH:34][CH:35]=2)[C:30]([OH:32])=O)[O:24][C:25]=1[CH3:26])[C:4]1[CH:9]=[CH:8][C:7]([C:10]([OH:19])([C:15]([F:18])([F:17])[F:16])[C:11]([F:14])([F:13])[F:12])=[CH:6][CH:5]=1)[CH3:2].Cl.CN.[CH3:39][N:40]1CCOCC1.CCN=C=NCCCN(C)C.C1C=CC2N(O)N=NC=2C=1.[NH4+].[Cl-].